This data is from NCI-60 drug combinations with 297,098 pairs across 59 cell lines. The task is: Regression. Given two drug SMILES strings and cell line genomic features, predict the synergy score measuring deviation from expected non-interaction effect. (1) Synergy scores: CSS=53.1, Synergy_ZIP=-3.22, Synergy_Bliss=-5.68, Synergy_Loewe=-4.84, Synergy_HSA=-2.79. Drug 1: C1=CC(=CC=C1CC(C(=O)O)N)N(CCCl)CCCl.Cl. Drug 2: C1CC(C1)(C(=O)O)C(=O)O.[NH2-].[NH2-].[Pt+2]. Cell line: ACHN. (2) Drug 1: CC1=C(C(CCC1)(C)C)C=CC(=CC=CC(=CC(=O)O)C)C. Drug 2: C1CN(P(=O)(OC1)NCCCl)CCCl. Cell line: HOP-92. Synergy scores: CSS=-3.11, Synergy_ZIP=5.14, Synergy_Bliss=9.80, Synergy_Loewe=-3.16, Synergy_HSA=-2.53. (3) Drug 1: CC1=C2C(C(=O)C3(C(CC4C(C3C(C(C2(C)C)(CC1OC(=O)C(C(C5=CC=CC=C5)NC(=O)C6=CC=CC=C6)O)O)OC(=O)C7=CC=CC=C7)(CO4)OC(=O)C)O)C)OC(=O)C. Drug 2: CC1=C2C(C(=O)C3(C(CC4C(C3C(C(C2(C)C)(CC1OC(=O)C(C(C5=CC=CC=C5)NC(=O)OC(C)(C)C)O)O)OC(=O)C6=CC=CC=C6)(CO4)OC(=O)C)O)C)O. Cell line: A549. Synergy scores: CSS=29.5, Synergy_ZIP=-3.06, Synergy_Bliss=4.31, Synergy_Loewe=4.13, Synergy_HSA=5.33. (4) Drug 1: C1=CC(=CC=C1CC(C(=O)O)N)N(CCCl)CCCl.Cl. Drug 2: CNC(=O)C1=NC=CC(=C1)OC2=CC=C(C=C2)NC(=O)NC3=CC(=C(C=C3)Cl)C(F)(F)F. Cell line: SNB-75. Synergy scores: CSS=2.41, Synergy_ZIP=-3.34, Synergy_Bliss=1.07, Synergy_Loewe=-4.87, Synergy_HSA=-1.68.